This data is from NCI-60 drug combinations with 297,098 pairs across 59 cell lines. The task is: Regression. Given two drug SMILES strings and cell line genomic features, predict the synergy score measuring deviation from expected non-interaction effect. (1) Cell line: SNB-19. Synergy scores: CSS=-3.27, Synergy_ZIP=1.12, Synergy_Bliss=0.698, Synergy_Loewe=-1.32, Synergy_HSA=-1.18. Drug 2: CS(=O)(=O)CCNCC1=CC=C(O1)C2=CC3=C(C=C2)N=CN=C3NC4=CC(=C(C=C4)OCC5=CC(=CC=C5)F)Cl. Drug 1: C1CCN(CC1)CCOC2=CC=C(C=C2)C(=O)C3=C(SC4=C3C=CC(=C4)O)C5=CC=C(C=C5)O. (2) Drug 1: CC1=C(C(=CC=C1)Cl)NC(=O)C2=CN=C(S2)NC3=CC(=NC(=N3)C)N4CCN(CC4)CCO. Drug 2: CC1CCC2CC(C(=CC=CC=CC(CC(C(=O)C(C(C(=CC(C(=O)CC(OC(=O)C3CCCCN3C(=O)C(=O)C1(O2)O)C(C)CC4CCC(C(C4)OC)OCCO)C)C)O)OC)C)C)C)OC. Cell line: NCI-H226. Synergy scores: CSS=1.81, Synergy_ZIP=-0.827, Synergy_Bliss=-0.614, Synergy_Loewe=-0.756, Synergy_HSA=-0.858. (3) Drug 1: CC1=CC=C(C=C1)C2=CC(=NN2C3=CC=C(C=C3)S(=O)(=O)N)C(F)(F)F. Drug 2: CC1CCC2CC(C(=CC=CC=CC(CC(C(=O)C(C(C(=CC(C(=O)CC(OC(=O)C3CCCCN3C(=O)C(=O)C1(O2)O)C(C)CC4CCC(C(C4)OC)O)C)C)O)OC)C)C)C)OC. Cell line: SW-620. Synergy scores: CSS=2.45, Synergy_ZIP=-0.129, Synergy_Bliss=1.48, Synergy_Loewe=-2.88, Synergy_HSA=0.463. (4) Drug 1: C1=NC(=NC(=O)N1C2C(C(C(O2)CO)O)O)N. Drug 2: CCN(CC)CCNC(=O)C1=C(NC(=C1C)C=C2C3=C(C=CC(=C3)F)NC2=O)C. Cell line: MDA-MB-435. Synergy scores: CSS=13.1, Synergy_ZIP=-5.48, Synergy_Bliss=-1.29, Synergy_Loewe=-14.1, Synergy_HSA=-3.98. (5) Drug 1: CC1CCC2CC(C(=CC=CC=CC(CC(C(=O)C(C(C(=CC(C(=O)CC(OC(=O)C3CCCCN3C(=O)C(=O)C1(O2)O)C(C)CC4CCC(C(C4)OC)OCCO)C)C)O)OC)C)C)C)OC. Drug 2: CC1CCCC2(C(O2)CC(NC(=O)CC(C(C(=O)C(C1O)C)(C)C)O)C(=CC3=CSC(=N3)C)C)C. Cell line: NCI-H522. Synergy scores: CSS=50.8, Synergy_ZIP=3.71, Synergy_Bliss=1.94, Synergy_Loewe=-13.4, Synergy_HSA=1.75.